This data is from Reaction yield outcomes from USPTO patents with 853,638 reactions. The task is: Predict the reaction yield, written as a fraction of the theoretical maximum amount of product (1.0 means a 100% yield; for example, 0.34 means a 34% yield). The yield is 0.810. The catalyst is N1C=CC=CC=1. The reactants are F[C:2]([O:4][CH:5]([F:7])[CH3:6])=[O:3].[C:8]1([OH:14])[CH:13]=[CH:12][CH:11]=[CH:10][CH:9]=1. The product is [C:2](=[O:3])([O:14][C:8]1[CH:13]=[CH:12][CH:11]=[CH:10][CH:9]=1)[O:4][CH:5]([F:7])[CH3:6].